Predict the reactants needed to synthesize the given product. From a dataset of Full USPTO retrosynthesis dataset with 1.9M reactions from patents (1976-2016). (1) Given the product [C:1]([NH:6][C:7]1[CH:8]=[C:9]([CH:13]2[CH2:14][CH2:15][N:16]([C:19]([O:21][C:22]([CH3:25])([CH3:24])[CH3:23])=[O:20])[CH2:17][CH2:18]2)[CH:10]=[CH:11][CH:12]=1)(=[O:4])[CH2:2][CH3:3], predict the reactants needed to synthesize it. The reactants are: [C:1](Cl)(=[O:4])[CH2:2][CH3:3].[NH2:6][C:7]1[CH:8]=[C:9]([CH:13]2[CH2:18][CH2:17][N:16]([C:19]([O:21][C:22]([CH3:25])([CH3:24])[CH3:23])=[O:20])[CH2:15][CH2:14]2)[CH:10]=[CH:11][CH:12]=1.O. (2) Given the product [CH3:24][C:23]1[S:22][C:21]([C:25]2[CH:30]=[CH:29][C:28]([C:31]([F:34])([F:32])[F:33])=[CH:27][CH:26]=2)=[N:20][C:19]=1[CH:17]([CH3:18])[CH2:16][O:15][C:12]1[CH:13]=[CH:14][C:7]2[C:6]([CH2:5][C:4]([OH:35])=[O:3])=[CH:10][S:9][C:8]=2[CH:11]=1, predict the reactants needed to synthesize it. The reactants are: C([O:3][C:4](=[O:35])[CH2:5][C:6]1[C:7]2[CH:14]=[CH:13][C:12]([O:15][CH2:16][CH:17]([C:19]3[N:20]=[C:21]([C:25]4[CH:30]=[CH:29][C:28]([C:31]([F:34])([F:33])[F:32])=[CH:27][CH:26]=4)[S:22][C:23]=3[CH3:24])[CH3:18])=[CH:11][C:8]=2[S:9][CH:10]=1)C.[OH-].[Na+].Cl. (3) Given the product [Cl:14][C:15]1[CH:20]=[C:19]([NH:21][C:22]2[C:31]3[C:26](=[CH:27][CH:28]=[CH:29][C:30]=3[O:3][C@H:4]([CH3:13])[C:5]([N:7]3[CH2:8][CH2:9][O:10][CH2:11][CH2:12]3)=[O:6])[N:25]=[CH:24][N:23]=2)[CH:18]=[CH:17][C:16]=1[OH:33], predict the reactants needed to synthesize it. The reactants are: [H-].[Na+].[OH:3][C@H:4]([CH3:13])[C:5]([N:7]1[CH2:12][CH2:11][O:10][CH2:9][CH2:8]1)=[O:6].[Cl:14][C:15]1[CH:20]=[C:19]([NH:21][C:22]2[C:31]3[C:26](=[CH:27][CH:28]=[CH:29][C:30]=3F)[N:25]=[CH:24][N:23]=2)[CH:18]=[CH:17][C:16]=1[OH:33].C(O)(=O)C.